Dataset: Full USPTO retrosynthesis dataset with 1.9M reactions from patents (1976-2016). Task: Predict the reactants needed to synthesize the given product. (1) Given the product [OH:1][CH:2]([C:3]1[O:4][CH:5]=[CH:6][C:7](=[O:17])[C:8]=1[O:9][CH2:10][C:11]1[CH:12]=[CH:13][CH:14]=[CH:15][CH:16]=1)[CH3:20], predict the reactants needed to synthesize it. The reactants are: [OH:1][CH2:2][C:3]1[O:4][C:5](C)=[CH:6][C:7](=[O:17])[C:8]=1[O:9][CH2:10][C:11]1[CH:16]=[CH:15][CH:14]=[CH:13][CH:12]=1.O[CH:20](C1OC=CC(=O)C=1O)C.C(Br)C1C=CC=CC=1. (2) The reactants are: C1C=CC2N(O)N=NC=2C=1.C(N1CCOCC1)C.[CH3:19][O:20][C:21]1[CH:26]=[CH:25][C:24]([S:27]([NH:30][CH2:31][CH2:32][C:33]([OH:35])=O)(=[O:29])=[O:28])=[CH:23][CH:22]=1.[NH2:36][CH:37]([CH2:52][C:53]1[CH:58]=[CH:57][C:56]([Cl:59])=[CH:55][CH:54]=1)[C:38]([N:40]([CH2:44][CH:45]([O:49][CH2:50][CH3:51])[O:46][CH2:47][CH3:48])[CH:41]([CH3:43])[CH3:42])=[O:39]. Given the product [Cl:59][C:56]1[CH:55]=[CH:54][C:53]([CH2:52][CH:37]([NH:36][C:33](=[O:35])[CH2:32][CH2:31][NH:30][S:27]([C:24]2[CH:23]=[CH:22][C:21]([O:20][CH3:19])=[CH:26][CH:25]=2)(=[O:28])=[O:29])[C:38]([N:40]([CH2:44][CH:45]([O:46][CH2:47][CH3:48])[O:49][CH2:50][CH3:51])[CH:41]([CH3:42])[CH3:43])=[O:39])=[CH:58][CH:57]=1, predict the reactants needed to synthesize it. (3) Given the product [CH3:32][O:31][C:30]1[C:15]2[C:14]([N:11]3[CH2:12][CH2:13][NH:8][CH2:9][CH2:10]3)=[N:19][C:18]([C:20]3[CH:25]=[CH:24][N:23]=[C:22]([NH:33][C:34]4[N:39]=[CH:38][CH:37]=[CH:36][N:35]=4)[CH:21]=3)=[N:17][C:16]=2[CH:27]=[N:28][CH:29]=1, predict the reactants needed to synthesize it. The reactants are: C(OC([N:8]1[CH2:13][CH2:12][N:11]([C:14]2[C:15]3[C:30]([O:31][CH3:32])=[CH:29][N:28]=[CH:27][C:16]=3[N:17]=[C:18]([C:20]3[CH:25]=[CH:24][N:23]=[C:22](Cl)[CH:21]=3)[N:19]=2)[CH2:10][CH2:9]1)=O)(C)(C)C.[NH2:33][C:34]1[N:39]=[CH:38][CH:37]=[CH:36][N:35]=1. (4) Given the product [F:26][C:25]1[C:20]([F:19])=[C:21]([O:27][CH2:28][CH2:29][N:30]([CH2:32][CH2:33][O:34][CH3:35])[CH3:31])[CH:22]=[CH:23][C:24]=1[CH:37]=[O:36], predict the reactants needed to synthesize it. The reactants are: C(NC(C)C)(C)C.C([Li])CCC.CCCCCC.[F:19][C:20]1[C:25]([F:26])=[CH:24][CH:23]=[CH:22][C:21]=1[O:27][CH2:28][CH2:29][N:30]([CH2:32][CH2:33][O:34][CH3:35])[CH3:31].[O:36]1CCC[CH2:37]1. (5) Given the product [CH2:34]([N:25]1[C:26]([C:29]([OH:31])=[O:30])=[C:27]([CH3:28])[C:23]([C:21]2[CH:20]=[CH:19][C:3]([O:4][CH2:5][C:6]3[CH:11]=[CH:10][CH:9]=[CH:8][C:7]=3[N:12]3[C:16](=[O:17])[N:15]([CH3:18])[N:14]=[N:13]3)=[C:2]([CH3:1])[CH:22]=2)=[N:24]1)[CH3:35], predict the reactants needed to synthesize it. The reactants are: [CH3:1][C:2]1[CH:22]=[C:21]([C:23]2[C:27]([CH3:28])=[C:26]([C:29]([O:31]CC)=[O:30])[N:25]([CH2:34][CH3:35])[N:24]=2)[CH:20]=[CH:19][C:3]=1[O:4][CH2:5][C:6]1[CH:11]=[CH:10][CH:9]=[CH:8][C:7]=1[N:12]1[C:16](=[O:17])[N:15]([CH3:18])[N:14]=[N:13]1.CC1C=C(C2C(C)=C(C(OCC)=O)N(C)N=2)C=CC=1OCC1C=CC=CC=1N1C(=O)N(C)N=N1. (6) The reactants are: Br[C:2]1[C:3]2[C:4]3[CH2:15][CH2:14][N:13](C(OC(C)(C)C)=O)[CH2:12][CH2:11][C:5]=3[NH:6][C:7]=2[CH:8]=[CH:9][CH:10]=1.CC(C)([O-])C.[Na+].[NH2:29][C:30]1[CH:35]=[CH:34][CH:33]=[CH:32][CH:31]=1.C(P(C(C)(C)C)C1C=CC=CC=1C1C=CC=CC=1)(C)(C)C. Given the product [C:30]1([NH:29][C:2]2[C:3]3[C:4]4[CH2:15][CH2:14][NH:13][CH2:12][CH2:11][C:5]=4[NH:6][C:7]=3[CH:8]=[CH:9][CH:10]=2)[CH:35]=[CH:34][CH:33]=[CH:32][CH:31]=1, predict the reactants needed to synthesize it. (7) Given the product [NH2:32][C:29]1[CH:28]=[C:27]([CH3:33])[N:26]=[C:25]([O:24][CH2:20][CH2:21][CH2:22][CH3:23])[C:30]=1[C:6]1[CH:7]=[C:2]([Br:1])[CH:3]=[CH:4][C:5]=1[C:11]([N:13]([CH:17]([CH3:19])[CH3:18])[CH:14]([CH3:16])[CH3:15])=[O:12], predict the reactants needed to synthesize it. The reactants are: [Br:1][C:2]1[CH:3]=[CH:4][C:5]([C:11]([N:13]([CH:17]([CH3:19])[CH3:18])[CH:14]([CH3:16])[CH3:15])=[O:12])=[C:6](B(O)O)[CH:7]=1.[CH2:20]([O:24][C:25]1[C:30](I)=[C:29]([NH2:32])[CH:28]=[C:27]([CH3:33])[N:26]=1)[CH2:21][CH2:22][CH3:23].C([O-])([O-])=O.[Cs+].[Cs+]. (8) Given the product [CH2:1]([N:3]1[CH2:7][CH2:6][CH2:5][C@@H:4]1[CH2:8][CH2:9][NH2:10])[CH3:2], predict the reactants needed to synthesize it. The reactants are: [CH2:1]([N:3]1[CH2:7][CH2:6][CH2:5][C@H:4]1[CH2:8][CH2:9][NH2:10])[CH3:2].C(N1CCC[C@H]1CC#N)(=O)C.